Task: Predict the reactants needed to synthesize the given product.. Dataset: Full USPTO retrosynthesis dataset with 1.9M reactions from patents (1976-2016) (1) Given the product [CH3:28][N:1]1[C:9]2[C:4](=[CH:5][CH:6]=[CH:7][CH:8]=2)[CH:3]=[C:2]1[CH2:10][CH2:11][CH2:12][NH:13][C:14](=[O:25])[C@@H:15]([NH:18][C:19](=[O:24])[C:20]([F:21])([F:23])[F:22])[CH2:16][CH3:17], predict the reactants needed to synthesize it. The reactants are: [NH:1]1[C:9]2[C:4](=[CH:5][CH:6]=[CH:7][CH:8]=2)[CH:3]=[C:2]1[CH2:10][CH2:11][CH2:12][NH:13][C:14](=[O:25])[C@@H:15]([NH:18][C:19](=[O:24])[C:20]([F:23])([F:22])[F:21])[CH2:16][CH3:17].[H-].[Na+].[CH3:28]I. (2) Given the product [CH:15]1([C@:10]2([C:13]#[N:14])[CH2:11][CH2:12][N:8]([C:6]3[CH:5]=[CH:4][N:3]=[C:2]([NH:33][C:30]4[CH:29]=[CH:28][C:27]([N:26]5[CH2:19][CH:20]6[O:21][CH:22]([CH2:40][CH2:41]6)[CH2:23]5)=[CH:32][N:31]=4)[CH:7]=3)[C:9]2=[O:18])[CH2:17][CH2:16]1, predict the reactants needed to synthesize it. The reactants are: Br[C:2]1[CH:7]=[C:6]([N:8]2[CH2:12][CH2:11][C@:10]([CH:15]3[CH2:17][CH2:16]3)([C:13]#[N:14])[C:9]2=[O:18])[CH:5]=[CH:4][N:3]=1.[CH:19]12[N:26]([C:27]3[CH:28]=[CH:29][C:30]([NH2:33])=[N:31][CH:32]=3)[CH:23](CC1)[CH2:22][O:21][CH2:20]2.C(=O)([O-])[O-].[K+].[K+].[CH:40]1(P(C2CCCCC2)C2C(OC)=CC=C(OC)C=2C2C(C(C)C)=CC(C(C)C)=CC=2C(C)C)CCCC[CH2:41]1.C(=O)([O-])O.[Na+]. (3) Given the product [CH2:1]([NH:9][CH2:13][CH2:12][CH:11]([S:15]([OH:17])(=[O:16])=[O:14])[CH3:10])[CH2:2][CH2:3][CH2:4][CH2:5][CH2:6][CH2:7][CH3:8], predict the reactants needed to synthesize it. The reactants are: [CH2:1]([NH2:9])[CH2:2][CH2:3][CH2:4][CH2:5][CH2:6][CH2:7][CH3:8].[CH3:10][CH:11]1[S:15](=[O:17])(=[O:16])[O:14][CH2:13][CH2:12]1. (4) Given the product [Cl:1][C:2]1[CH:11]=[C:6]([CH2:7][OH:8])[CH:5]=[N:4][C:3]=1[O:12][CH:13]([CH2:16][F:17])[CH2:14][F:15], predict the reactants needed to synthesize it. The reactants are: [Cl:1][C:2]1[C:3]([O:12][CH:13]([CH2:16][F:17])[CH2:14][F:15])=[N:4][CH:5]=[C:6]([CH:11]=1)[C:7](OC)=[O:8].CC(C[AlH]CC(C)C)C.[C@H](O)(C([O-])=O)[C@@H](O)C([O-])=O.[Na+].[K+]. (5) The reactants are: [CH3:1][N:2]1[C:6]([C:7](Cl)=[O:8])=[CH:5][C:4]([CH3:10])=[N:3]1.C1COCC1.[C:16]([C:18]1[CH:19]=[C:20]([NH2:24])[CH:21]=[CH:22][CH:23]=1)#[CH:17]. Given the product [C:16]([C:18]1[CH:19]=[C:20]([NH:24][C:7]([C:6]2[N:2]([CH3:1])[N:3]=[C:4]([CH3:10])[CH:5]=2)=[O:8])[CH:21]=[CH:22][CH:23]=1)#[CH:17], predict the reactants needed to synthesize it. (6) Given the product [CH2:26]([O:28][C:29]1[CH:34]=[CH:33][C:32]([C:2]2[CH:3]=[C:4]([C:23]([NH2:25])=[O:24])[C:5]3[NH:6][C:7]4[C:12]([C:13]=3[CH:14]=2)=[CH:11][CH:10]=[C:9]([C:15]([N:17]2[CH2:18][CH2:19][O:20][CH2:21][CH2:22]2)=[O:16])[CH:8]=4)=[CH:31][CH:30]=1)[CH3:27], predict the reactants needed to synthesize it. The reactants are: Br[C:2]1[CH:3]=[C:4]([C:23]([NH2:25])=[O:24])[C:5]2[NH:6][C:7]3[C:12]([C:13]=2[CH:14]=1)=[CH:11][CH:10]=[C:9]([C:15]([N:17]1[CH2:22][CH2:21][O:20][CH2:19][CH2:18]1)=[O:16])[CH:8]=3.[CH2:26]([O:28][C:29]1[CH:34]=[CH:33][C:32](B(O)O)=[CH:31][CH:30]=1)[CH3:27].C([O-])([O-])=O.[Na+].[Na+].C1(C)C=CC=CC=1.